This data is from Forward reaction prediction with 1.9M reactions from USPTO patents (1976-2016). The task is: Predict the product of the given reaction. (1) Given the reactants [O:1]1[CH2:6][CH2:5][CH2:4][CH2:3][CH:2]1[O:7][NH:8][C:9](=[O:34])[CH2:10][C:11]1([C:28]2[S:29][C:30](Br)=[CH:31][CH:32]=2)[S:17](=[O:19])(=[O:18])[CH2:16][CH2:15][N:14]([C:20](=[O:27])[C:21]2[CH:26]=[CH:25][CH:24]=[CH:23][CH:22]=2)[CH2:13][CH2:12]1.C(N(CC)CC)C.[C:42]([C:44]1[CH:49]=[CH:48][CH:47]=[CH:46][CH:45]=1)#[CH:43], predict the reaction product. The product is: [O:1]1[CH2:6][CH2:5][CH2:4][CH2:3][CH:2]1[O:7][NH:8][C:9](=[O:34])[CH2:10][C:11]1([C:28]2[S:29][C:30]([C:43]#[C:42][C:44]3[CH:49]=[CH:48][CH:47]=[CH:46][CH:45]=3)=[CH:31][CH:32]=2)[S:17](=[O:19])(=[O:18])[CH2:16][CH2:15][N:14]([C:20](=[O:27])[C:21]2[CH:26]=[CH:25][CH:24]=[CH:23][CH:22]=2)[CH2:13][CH2:12]1. (2) Given the reactants P(Cl)(Cl)(Cl)=O.[C:6]([O:10][C:11](=[O:26])[NH:12][C@H:13]1[C@H:19]([CH3:20])[NH:18][C:17]2[CH:21]=[CH:22][CH:23]=[CH:24][C:16]=2[NH:15][C:14]1=[O:25])([CH3:9])([CH3:8])[CH3:7].[C:27]([C:30]1[CH:38]=[CH:37][C:33]([C:34](O)=[O:35])=[CH:32][CH:31]=1)(=[O:29])[CH3:28], predict the reaction product. The product is: [C:6]([O:10][C:11](=[O:26])[NH:12][C@H:13]1[C@H:19]([CH3:20])[N:18]([C:34](=[O:35])[C:33]2[CH:32]=[CH:31][C:30]([C:27](=[O:29])[CH3:28])=[CH:38][CH:37]=2)[C:17]2[CH:21]=[CH:22][CH:23]=[CH:24][C:16]=2[NH:15][C:14]1=[O:25])([CH3:7])([CH3:8])[CH3:9]. (3) Given the reactants Br[CH2:2][C:3]1[NH:8][C:7]([C:9]2[S:10][C:11]([F:14])=[CH:12][N:13]=2)=[N:6][CH:5]([C:15]2[CH:20]=[CH:19][C:18]([F:21])=[CH:17][C:16]=2[Cl:22])[C:4]=1[C:23]([O:25][CH2:26][CH3:27])=[O:24].Cl.[NH:29]1[CH2:34][CH2:33][O:32][CH2:31][CH:30]1[C:35]([OH:37])=[O:36], predict the reaction product. The product is: [Cl:22][C:16]1[CH:17]=[C:18]([F:21])[CH:19]=[CH:20][C:15]=1[CH:5]1[N:6]=[C:7]([C:9]2[S:10][C:11]([F:14])=[CH:12][N:13]=2)[NH:8][C:3]([CH2:2][N:29]2[CH2:34][CH2:33][O:32][CH2:31][CH:30]2[C:35]([OH:37])=[O:36])=[C:4]1[C:23]([O:25][CH2:26][CH3:27])=[O:24]. (4) Given the reactants [CH:1]1([NH2:4])[CH2:3][CH2:2]1.[Cl:5][C:6]1[CH:17]=[CH:16][C:9]([CH2:10][NH:11][C:12](=[O:15])[CH2:13][CH3:14])=[CH:8][C:7]=1[CH:18]=O.[BH4-].[Na+].[OH-].[Na+], predict the reaction product. The product is: [Cl:5][C:6]1[CH:17]=[CH:16][C:9]([CH2:10][NH:11][C:12](=[O:15])[CH2:13][CH3:14])=[CH:8][C:7]=1[CH2:18][NH:4][CH:1]1[CH2:3][CH2:2]1.